From a dataset of Reaction yield outcomes from USPTO patents with 853,638 reactions. Predict the reaction yield, written as a fraction of the theoretical maximum amount of product (1.0 means a 100% yield; for example, 0.34 means a 34% yield). (1) The reactants are [CH3:1][N:2]1[C:10]2[CH2:9][CH2:8][CH2:7][CH:6](O)[C:5]=2[CH:4]=[N:3]1.[I:12][C:13]1[C:21]2[C:16](=[N:17][CH:18]=[N:19][C:20]=2[NH2:22])[NH:15][N:14]=1.C1C=CC(P(C2C=CC=CC=2)C2C=CC=CC=2)=CC=1.CC(OC(/N=N/C(OC(C)C)=O)=O)C. The catalyst is C1COCC1. The product is [I:12][C:13]1[C:21]2[C:16](=[N:17][CH:18]=[N:19][C:20]=2[NH2:22])[N:15]([CH:6]2[CH2:7][CH2:8][CH2:9][C:10]3[N:2]([CH3:1])[N:3]=[CH:4][C:5]2=3)[N:14]=1. The yield is 0.0800. (2) The reactants are [CH:1]1([C:7]2[N:12]([C:13]3[CH:18]=[CH:17][CH:16]=[CH:15][CH:14]=3)[C:11](=[O:19])[CH:10]=[C:9]([OH:20])[N:8]=2)[CH2:6][CH2:5][CH2:4][CH2:3][CH2:2]1.[Cl-].C[Al+]C.CCCCCC.[NH2:31][C:32]1C=CC=CC=1.C1(C#N)CCCCC1.C(OCC)(=O)[CH2:47][C:48]([O:50]CC)=[O:49].C[O-:58].[Na+]. The catalyst is C1(C)C=CC=CC=1.O.COCCO. The product is [CH:1]1([C:7]2[N:12]([C:13]3[CH:14]=[CH:15][CH:16]=[CH:17][CH:18]=3)[C:11](=[O:19])[C:10]([C:32]([NH:31][CH2:47][C:48]([OH:50])=[O:49])=[O:58])=[C:9]([OH:20])[N:8]=2)[CH2:2][CH2:3][CH2:4][CH2:5][CH2:6]1. The yield is 0.300. (3) The reactants are [OH:1]/[CH:2]=[C:3](/[CH2:8][C:9]1[C:17]2[C:12](=[CH:13][CH:14]=[CH:15][CH:16]=2)[N:11]([CH3:18])[CH:10]=1)\[C:4](OC)=O.[NH2:19][C:20]([NH2:22])=[S:21]. The catalyst is CO. The product is [CH3:18][N:11]1[C:12]2[C:17](=[CH:16][CH:15]=[CH:14][CH:13]=2)[C:9]([CH2:8][C:3]2[C:2](=[O:1])[NH:19][C:20](=[S:21])[NH:22][CH:4]=2)=[CH:10]1. The yield is 0.183.